From a dataset of Forward reaction prediction with 1.9M reactions from USPTO patents (1976-2016). Predict the product of the given reaction. (1) Given the reactants [Br:1][C:2]1[CH:3]=[C:4]([OH:8])[CH:5]=[CH:6][CH:7]=1.[N+:9]([O-])([O-:11])=[O:10].[Na+].O, predict the reaction product. The product is: [Br:1][C:2]1[CH:7]=[CH:6][C:5]([N+:9]([O-:11])=[O:10])=[C:4]([OH:8])[CH:3]=1. (2) Given the reactants [N+:1]([C:4]1[CH:22]=[CH:21][C:7]([CH2:8][CH:9]2[CH2:14][CH2:13][N:12](C(=O)C(F)(F)F)[CH2:11][CH2:10]2)=[CH:6][CH:5]=1)([O-:3])=[O:2].[OH-].[Na+].O.[C:37]([O:36][C:34](O[C:34]([O:36][C:37]([CH3:40])([CH3:39])[CH3:38])=[O:35])=[O:35])([CH3:40])([CH3:39])[CH3:38], predict the reaction product. The product is: [C:37]([O:36][C:34]([N:12]1[CH2:11][CH2:10][CH:9]([CH2:8][C:7]2[CH:21]=[CH:22][C:4]([N+:1]([O-:3])=[O:2])=[CH:5][CH:6]=2)[CH2:14][CH2:13]1)=[O:35])([CH3:38])([CH3:39])[CH3:40]. (3) Given the reactants [Cl:1][C:2]1[C:3]([F:23])=[C:4]([CH:20]=[CH:21][CH:22]=1)[NH:5][C:6]1[C:15]2[C:10](=[CH:11][C:12]([O:18][CH3:19])=[C:13]([CH:16]=O)[CH:14]=2)[N:9]=[CH:8][N:7]=1.[N:24]1([CH2:29][CH2:30][NH2:31])[CH2:28][CH2:27][CH2:26][CH2:25]1, predict the reaction product. The product is: [Cl:1][C:2]1[C:3]([F:23])=[C:4]([NH:5][C:6]2[C:15]3[C:10](=[CH:11][C:12]([O:18][CH3:19])=[C:13]([CH2:16][NH:31][CH2:30][CH2:29][N:24]4[CH2:28][CH2:27][CH2:26][CH2:25]4)[CH:14]=3)[N:9]=[CH:8][N:7]=2)[CH:20]=[CH:21][CH:22]=1. (4) Given the reactants [O:1]=[C:2]1[NH:7][C:6]2[CH:8]=[C:9]([C:12]([OH:14])=O)[CH:10]=[CH:11][C:5]=2[S:4][CH2:3]1.[CH3:15][O:16][C:17]([C@H:19]1[CH2:24][CH2:23][C@H:22]([NH2:25])[CH2:21][CH2:20]1)=[O:18].ON1C2C=CC=CC=2N=N1.Cl.CN(C)CCCN=C=NCC.C(N(CC)C(C)C)(C)C, predict the reaction product. The product is: [CH3:15][O:16][C:17]([C@H:19]1[CH2:24][CH2:23][C@H:22]([NH:25][C:12]([C:9]2[CH:10]=[CH:11][C:5]3[S:4][CH2:3][C:2](=[O:1])[NH:7][C:6]=3[CH:8]=2)=[O:14])[CH2:21][CH2:20]1)=[O:18]. (5) The product is: [F:8][C:7]1[CH:6]=[CH:5][C:4]([O:9][CH2:17][CH2:18][CH3:19])=[CH:3][C:2]=1[F:1]. Given the reactants [F:1][C:2]1[CH:3]=[C:4]([OH:9])[CH:5]=[CH:6][C:7]=1[F:8].C(=O)([O-])[O-].[K+].[K+].I[CH2:17][CH2:18][CH3:19], predict the reaction product. (6) Given the reactants [CH2:1]([O:4][C@@H:5]1[C@@H:10]([O:11][CH3:12])[C@H:9]([CH3:13])[O:8][C@@H:7]([O:14][C:15](=[O:42])[NH:16][C:17]2[CH:22]=[CH:21][C:20]([C:23]3[N:27]=[CH:26][N:25]([C:28]4[CH:33]=[CH:32][C:31]([O:34][C:35]([F:41])([F:40])[C:36]([F:39])([F:38])[F:37])=[CH:30][CH:29]=4)[N:24]=3)=[CH:19][CH:18]=2)[C@@H:6]1[O:43][CH3:44])[CH2:2][CH3:3].I[CH2:46][CH3:47], predict the reaction product. The product is: [CH2:1]([O:4][C@@H:5]1[C@@H:10]([O:11][CH3:12])[C@H:9]([CH3:13])[O:8][C@@H:7]([O:14][C:15](=[O:42])[N:16]([CH2:46][CH3:47])[C:17]2[CH:22]=[CH:21][C:20]([C:23]3[N:27]=[CH:26][N:25]([C:28]4[CH:33]=[CH:32][C:31]([O:34][C:35]([F:41])([F:40])[C:36]([F:38])([F:37])[F:39])=[CH:30][CH:29]=4)[N:24]=3)=[CH:19][CH:18]=2)[C@@H:6]1[O:43][CH3:44])[CH2:2][CH3:3]. (7) Given the reactants [Cl:1][C:2]1[CH:3]=[C:4]([C:17]2[N:22]=[CH:21][N:20]=[C:19]([OH:23])[CH:18]=2)[C:5]([N:8]2[CH:12]=[C:11]([C:13]([F:16])([F:15])[F:14])[N:10]=[N:9]2)=[N:6][CH:7]=1.N[C@@H:25]1[C:41]2[CH:42]=[C:37]([CH:38]=[CH:39][N:40]=2)[C:36]2[N:35]([CH:43]([F:45])[F:44])[N:34]=[CH:33][C:32]=2[NH:31][C:30](=[O:46])[C@H:29]([CH3:47])[CH2:28][CH2:27][CH2:26]1.CN(C(ON1N=NC2C=CC=NC1=2)=[N+](C)C)C.F[P-](F)(F)(F)(F)F.C1CCN2C(=NCCC2)CC1, predict the reaction product. The product is: [Cl:1][C:2]1[CH:3]=[C:4]([C:17]2[N:22]=[CH:21][N:20]([C@@H:25]3[C:41]4[CH:42]=[C:37]([CH:38]=[CH:39][N:40]=4)[C:36]4[N:35]([CH:43]([F:44])[F:45])[N:34]=[CH:33][C:32]=4[NH:31][C:30](=[O:46])[C@H:29]([CH3:47])[CH2:28][CH2:27][CH2:26]3)[C:19](=[O:23])[CH:18]=2)[C:5]([N:8]2[CH:12]=[C:11]([C:13]([F:14])([F:16])[F:15])[N:10]=[N:9]2)=[N:6][CH:7]=1. (8) Given the reactants S(Cl)([Cl:3])=O.[Cl:5][C:6]1[C:14]([C:15]2[CH2:19][CH2:18][O:17][N:16]=2)=[C:13]([S:20]([CH3:23])(=[O:22])=[O:21])[CH:12]=[CH:11][C:7]=1[C:8](O)=[O:9].CN(C)C=O, predict the reaction product. The product is: [Cl:5][C:6]1[C:14]([C:15]2[CH2:19][CH2:18][O:17][N:16]=2)=[C:13]([S:20]([CH3:23])(=[O:22])=[O:21])[CH:12]=[CH:11][C:7]=1[C:8]([Cl:3])=[O:9].